From a dataset of Peptide-MHC class I binding affinity with 185,985 pairs from IEDB/IMGT. Regression. Given a peptide amino acid sequence and an MHC pseudo amino acid sequence, predict their binding affinity value. This is MHC class I binding data. (1) The peptide sequence is NSFFGPIGKL. The MHC is HLA-A02:02 with pseudo-sequence HLA-A02:02. The binding affinity (normalized) is 0.294. (2) The MHC is HLA-A02:03 with pseudo-sequence HLA-A02:03. The peptide sequence is QLDSSNKSM. The binding affinity (normalized) is 0.0386. (3) The peptide sequence is FVLSGQSL. The binding affinity (normalized) is 0. The MHC is H-2-Db with pseudo-sequence H-2-Db. (4) The peptide sequence is LQLTAVFAY. The MHC is HLA-A26:01 with pseudo-sequence HLA-A26:01. The binding affinity (normalized) is 0.0847. (5) The peptide sequence is YADGGQWYN. The MHC is HLA-A23:01 with pseudo-sequence HLA-A23:01. The binding affinity (normalized) is 0.0847. (6) The peptide sequence is SPMETTAEF. The MHC is HLA-A30:01 with pseudo-sequence HLA-A30:01. The binding affinity (normalized) is 0.0847. (7) The peptide sequence is LPMIIGEPII. The MHC is HLA-B54:01 with pseudo-sequence HLA-B54:01. The binding affinity (normalized) is 0.682.